From a dataset of Forward reaction prediction with 1.9M reactions from USPTO patents (1976-2016). Predict the product of the given reaction. (1) Given the reactants [Br:1][C:2]1[CH:3]=[C:4]([C:8]2[C:16]3[C:11](=[N:12][C:13](Cl)=[N:14][CH:15]=3)[N:10]([C:18]([C:31]3[CH:36]=[CH:35][CH:34]=[CH:33][CH:32]=3)([C:25]3[CH:30]=[CH:29][CH:28]=[CH:27][CH:26]=3)[C:19]3[CH:24]=[CH:23][CH:22]=[CH:21][CH:20]=3)[N:9]=2)[CH:5]=[CH:6][CH:7]=1.CCN(C(C)C)C(C)C.[C:46]([O:50][C:51](=[O:60])[NH:52][CH:53]1[CH2:58][CH2:57][CH:56]([NH2:59])[CH2:55][CH2:54]1)([CH3:49])([CH3:48])[CH3:47].O, predict the reaction product. The product is: [C:46]([O:50][C:51](=[O:60])[NH:52][CH:53]1[CH2:54][CH2:55][CH:56]([NH:59][C:13]2[N:12]=[C:11]3[N:10]([C:18]([C:25]4[CH:26]=[CH:27][CH:28]=[CH:29][CH:30]=4)([C:19]4[CH:20]=[CH:21][CH:22]=[CH:23][CH:24]=4)[C:31]4[CH:32]=[CH:33][CH:34]=[CH:35][CH:36]=4)[N:9]=[C:8]([C:4]4[CH:5]=[CH:6][CH:7]=[C:2]([Br:1])[CH:3]=4)[C:16]3=[CH:15][N:14]=2)[CH2:57][CH2:58]1)([CH3:49])([CH3:47])[CH3:48]. (2) Given the reactants C([N:8](CC1C=CC=CC=1)[C:9]1[CH:10]=[C:11]2[C:16](=[C:17]([F:19])[CH:18]=1)[C:15]([N:20]([C:28]([O:30][C:31]([CH3:34])([CH3:33])[CH3:32])=[O:29])[C:21]([O:23][C:24]([CH3:27])([CH3:26])[CH3:25])=[O:22])=[N:14][CH:13]=[CH:12]2)C1C=CC=CC=1, predict the reaction product. The product is: [C:31]([O:30][C:28]([N:20]([C:21]([O:23][C:24]([CH3:27])([CH3:26])[CH3:25])=[O:22])[C:15]1[C:16]2[C:11](=[CH:10][C:9]([NH2:8])=[CH:18][C:17]=2[F:19])[CH:12]=[CH:13][N:14]=1)=[O:29])([CH3:34])([CH3:33])[CH3:32]. (3) Given the reactants [CH:1]1([NH:4][S:5]([C:8]2[CH:9]=[C:10]([CH:44]=[CH:45][CH:46]=2)[C:11]([NH:13][C:14]2[S:15][C:16]3[CH2:43][CH2:42][CH2:41][CH2:40][C:17]=3[C:18]=2[C:19]([NH:21][C:22]2[CH:27]=[CH:26][C:25]([CH2:28][CH2:29][C:30]3[CH:39]=[CH:38][C:33]([C:34]([O:36][CH3:37])=[O:35])=[CH:32][CH:31]=3)=[CH:24][CH:23]=2)=[O:20])=[O:12])(=[O:7])=[O:6])[CH2:3][CH2:2]1.Br[CH2:48][CH2:49][CH2:50][CH2:51][C:52]([O:54][CH3:55])=[O:53].C(=O)([O-])[O-].[K+].[K+].C(O)(=O)CC(CC(O)=O)(C(O)=O)O, predict the reaction product. The product is: [CH:1]1([N:4]([CH2:48][CH2:49][CH2:50][CH2:51][C:52]([O:54][CH3:55])=[O:53])[S:5]([C:8]2[CH:9]=[C:10]([CH:44]=[CH:45][CH:46]=2)[C:11]([NH:13][C:14]2[S:15][C:16]3[CH2:43][CH2:42][CH2:41][CH2:40][C:17]=3[C:18]=2[C:19]([NH:21][C:22]2[CH:27]=[CH:26][C:25]([CH2:28][CH2:29][C:30]3[CH:31]=[CH:32][C:33]([C:34]([O:36][CH3:37])=[O:35])=[CH:38][CH:39]=3)=[CH:24][CH:23]=2)=[O:20])=[O:12])(=[O:7])=[O:6])[CH2:3][CH2:2]1. (4) Given the reactants [C:1]([C:3]1[C:8]([CH2:9][C:10]([O:12][CH3:13])=[O:11])=[CH:7][CH:6]=[CH:5][N:4]=1)#[CH:2].C(N(CC)CC)C.Cl[C:22]1[C:27]([C:28]([F:31])([F:30])[F:29])=[CH:26][N:25]=[C:24]([NH:32][C:33]2[CH:38]=[CH:37][C:36]([CH:39]3[CH2:44][CH2:43][CH2:42][N:41]([C:45]([O:47][C:48]([CH3:51])([CH3:50])[CH3:49])=[O:46])[CH2:40]3)=[CH:35][CH:34]=2)[N:23]=1.C1(P(C2C=CC=CC=2)C2C=CC=CC=2)C=CC=CC=1, predict the reaction product. The product is: [CH3:13][O:12][C:10](=[O:11])[CH2:9][C:8]1[C:3]([C:1]#[C:2][C:26]2[C:27]([C:28]([F:29])([F:30])[F:31])=[CH:22][N:23]=[C:24]([NH:32][C:33]3[CH:38]=[CH:37][C:36]([CH:39]4[CH2:44][CH2:43][CH2:42][N:41]([C:45]([O:47][C:48]([CH3:51])([CH3:50])[CH3:49])=[O:46])[CH2:40]4)=[CH:35][CH:34]=3)[N:25]=2)=[N:4][CH:5]=[CH:6][CH:7]=1. (5) Given the reactants [N:1]1([C:8]2[C:9]([C:22]3[O:23][C:24]4[CH:30]=[C:29]([F:31])[CH:28]=[CH:27][C:25]=4[CH:26]=3)=[N:10][C:11]3[C:16]([N:17]=2)=[CH:15][C:14]([C:18]([O:20]C)=[O:19])=[CH:13][CH:12]=3)[CH2:7][CH2:6][CH2:5][CH2:4][CH2:3][CH2:2]1.[OH-].[Na+].O, predict the reaction product. The product is: [N:1]1([C:8]2[C:9]([C:22]3[O:23][C:24]4[CH:30]=[C:29]([F:31])[CH:28]=[CH:27][C:25]=4[CH:26]=3)=[N:10][C:11]3[C:16]([N:17]=2)=[CH:15][C:14]([C:18]([OH:20])=[O:19])=[CH:13][CH:12]=3)[CH2:2][CH2:3][CH2:4][CH2:5][CH2:6][CH2:7]1. (6) Given the reactants [C:1]1([N:7]=[C:8]=[O:9])[CH:6]=[CH:5][CH:4]=[CH:3][CH:2]=1.[CH3:10][O:11][C:12]1[CH:17]=[CH:16][C:15]([CH3:18])=[CH:14][C:13]=1[NH:19][C:20]([NH:22][C:23]1[CH:28]=[CH:27][C:26]([N:29]2[CH2:34][CH2:33][NH:32][CH2:31][CH2:30]2)=[CH:25][CH:24]=1)=[O:21].CO, predict the reaction product. The product is: [C:1]1([NH:7][C:8]([N:32]2[CH2:33][CH2:34][N:29]([C:26]3[CH:27]=[CH:28][C:23]([NH:22][C:20]([NH:19][C:13]4[CH:14]=[C:15]([CH3:18])[CH:16]=[CH:17][C:12]=4[O:11][CH3:10])=[O:21])=[CH:24][CH:25]=3)[CH2:30][CH2:31]2)=[O:9])[CH:6]=[CH:5][CH:4]=[CH:3][CH:2]=1. (7) Given the reactants C([Li])CCC.C(NC(C)C)(C)C.[S:13]1[C:17]2[CH2:18][CH2:19][CH:20]([C:22]([OH:24])=[O:23])[CH2:21][C:16]=2[N:15]=[CH:14]1.[N:25]1[C:34]2[CH2:33][CH2:32][CH2:31][C:30](=[O:35])[C:29]=2[CH:28]=[N:27][CH:26]=1, predict the reaction product. The product is: [OH:35][C:30]1([C:20]2([C:22]([OH:24])=[O:23])[CH2:21][C:16]3[N:15]=[CH:14][S:13][C:17]=3[CH2:18][CH2:19]2)[CH2:31][CH2:32][CH2:33][C:34]2[N:25]=[CH:26][N:27]=[CH:28][C:29]1=2.